This data is from Full USPTO retrosynthesis dataset with 1.9M reactions from patents (1976-2016). The task is: Predict the reactants needed to synthesize the given product. (1) Given the product [ClH:1].[Cl:38][C:32]1[CH:33]=[C:34]([CH:36]=[CH:37][C:31]=1[C:29]([N:22]1[CH2:28][CH2:27][CH2:26][CH2:25][CH2:24][CH2:23]1)=[O:30])[NH:35][C:2]1[C:11]2[C:6](=[CH:7][C:8]([O:20][CH3:21])=[CH:9][C:10]=2[O:12][CH:13]2[CH2:18][CH2:17][N:16]([CH3:19])[CH2:15][CH2:14]2)[N:5]=[CH:4][N:3]=1, predict the reactants needed to synthesize it. The reactants are: [Cl:1][C:2]1[C:11]2[C:6](=[CH:7][C:8]([O:20][CH3:21])=[CH:9][C:10]=2[O:12][CH:13]2[CH2:18][CH2:17][N:16]([CH3:19])[CH2:15][CH2:14]2)[N:5]=[CH:4][N:3]=1.[N:22]1([C:29]([C:31]2[CH:37]=[CH:36][C:34]([NH2:35])=[CH:33][C:32]=2[Cl:38])=[O:30])[CH2:28][CH2:27][CH2:26][CH2:25][CH2:24][CH2:23]1. (2) Given the product [CH:18]1([C:16]([NH:15][C:13]2[N:14]=[C:9]3[CH:8]=[CH:7][C:6]([O:5][C:4]4[CH:3]=[C:2]([NH:1][C:30](=[O:31])[C:29]5[CH:33]=[CH:34][N:35]=[C:27]([C:26]([F:37])([F:25])[F:36])[CH:28]=5)[CH:23]=[CH:22][CH:21]=4)=[N:11][N:10]3[CH:12]=2)=[O:17])[CH2:20][CH2:19]1, predict the reactants needed to synthesize it. The reactants are: [NH2:1][C:2]1[CH:3]=[C:4]([CH:21]=[CH:22][C:23]=1Cl)[O:5][C:6]1[CH:7]=[CH:8][C:9]2[N:10]([CH:12]=[C:13]([NH:15][C:16]([CH:18]3[CH2:20][CH2:19]3)=[O:17])[N:14]=2)[N:11]=1.[F:25][C:26]([F:37])([F:36])[C:27]1[CH:28]=[C:29]([CH:33]=[CH:34][N:35]=1)[C:30](O)=[O:31].ON1C2C=CC=CC=2N=N1.Cl.C(N=C=NCCCN(C)C)C. (3) Given the product [Br:1][C:2]1[N:7]=[C:6]([C:8]([OH:13])=[O:11])[CH:5]=[CH:4][C:3]=1[CH3:10], predict the reactants needed to synthesize it. The reactants are: [Br:1][C:2]1[N:7]=[C:6]([C:8]#N)[CH:5]=[CH:4][C:3]=1[CH3:10].[OH-:11].[Na+].[OH2:13]. (4) The reactants are: C([O:8][C:9]([C:11]1([C:20]#[N:21])[CH2:13][C:12]1([CH2:17][CH2:18][CH3:19])[CH2:14][CH2:15][CH3:16])=[O:10])C1C=CC=CC=1. Given the product [NH2:21][CH2:20][C:11]1([C:9]([OH:10])=[O:8])[CH2:13][C:12]1([CH2:14][CH2:15][CH3:16])[CH2:17][CH2:18][CH3:19], predict the reactants needed to synthesize it. (5) Given the product [F:32][C:2]([F:1])([F:31])[C:3]1[N:8]2[N:9]=[CH:10][C:11]([C:12]#[C:13][C:14]3[CH:15]=[CH:16][C:17]([NH:20][C:37](=[O:39])[CH3:38])=[N:18][CH:19]=3)=[C:7]2[N:6]=[C:5]([C:21]2[CH:26]=[CH:25][C:24]([C:27]([F:28])([F:29])[F:30])=[CH:23][CH:22]=2)[CH:4]=1, predict the reactants needed to synthesize it. The reactants are: [F:1][C:2]([F:32])([F:31])[C:3]1[N:8]2[N:9]=[CH:10][C:11]([C:12]#[C:13][C:14]3[CH:15]=[CH:16][C:17]([NH2:20])=[N:18][CH:19]=3)=[C:7]2[N:6]=[C:5]([C:21]2[CH:26]=[CH:25][C:24]([C:27]([F:30])([F:29])[F:28])=[CH:23][CH:22]=2)[CH:4]=1.[NH4+].[OH-].Cl.O.[C:37](OC(=O)C)(=[O:39])[CH3:38]. (6) The reactants are: Br[CH2:2][C:3]1[CH:18]=[CH:17][C:6]2[N:7]=[C:8]([C:10]3[C:14]([CH3:15])=[N:13][NH:12][C:11]=3[NH2:16])[S:9][C:5]=2[CH:4]=1.[NH:19]1[CH2:23][CH2:22][CH2:21][CH2:20]1. Given the product [CH3:15][C:14]1[C:10]([C:8]2[S:9][C:5]3[CH:4]=[C:3]([CH2:2][N:19]4[CH2:23][CH2:22][CH2:21][CH2:20]4)[CH:18]=[CH:17][C:6]=3[N:7]=2)=[C:11]([NH2:16])[NH:12][N:13]=1, predict the reactants needed to synthesize it. (7) Given the product [O:16]=[C:17]1[CH:22]([C:23]([O:25][CH2:26][CH3:27])=[O:24])[CH2:21][CH2:20][N:19]([C:9]([O:11][C:12]([CH3:13])([CH3:14])[CH3:15])=[O:10])[CH2:18]1, predict the reactants needed to synthesize it. The reactants are: [C:9](O[C:9]([O:11][C:12]([CH3:15])([CH3:14])[CH3:13])=[O:10])([O:11][C:12]([CH3:15])([CH3:14])[CH3:13])=[O:10].[O:16]=[C:17]1[CH:22]([C:23]([O:25][CH2:26][CH3:27])=[O:24])[CH2:21][CH2:20][NH:19][CH2:18]1.C(N(CC)CC)C.Cl. (8) Given the product [Cl:23][CH2:1][CH2:2][CH2:3][CH2:4][CH2:5][CH2:6][CH:7]=[CH:8][CH:9]=[CH:10][CH2:11][CH3:12], predict the reactants needed to synthesize it. The reactants are: [CH2:1](O)[CH2:2][CH2:3][CH2:4][CH2:5][CH2:6][CH:7]=[CH:8][CH:9]=[CH:10][CH2:11][CH3:12].C(N(CC)CC)C.S(Cl)([Cl:23])=O.[OH-].[Na+]. (9) Given the product [Br:4][C:5]1[C:10]([C:11]2[CH:16]=[CH:15][C:14]([F:17])=[CH:13][C:12]=2[F:18])=[C:9]([F:19])[C:8]([O:20][CH2:2][CH3:3])=[C:7]([CH:21]=[O:22])[CH:6]=1, predict the reactants needed to synthesize it. The reactants are: I[CH2:2][CH3:3].[Br:4][C:5]1[C:10]([C:11]2[CH:16]=[CH:15][C:14]([F:17])=[CH:13][C:12]=2[F:18])=[C:9]([F:19])[C:8]([OH:20])=[C:7]([CH:21]=[O:22])[CH:6]=1.C(=O)([O-])[O-].[K+].[K+].CN(C=O)C.